Dataset: Peptide-MHC class I binding affinity with 185,985 pairs from IEDB/IMGT. Task: Regression. Given a peptide amino acid sequence and an MHC pseudo amino acid sequence, predict their binding affinity value. This is MHC class I binding data. (1) The peptide sequence is SIINHKFCNL. The MHC is HLA-A68:02 with pseudo-sequence HLA-A68:02. The binding affinity (normalized) is 0.369. (2) The peptide sequence is FLCPTFTLK. The MHC is HLA-B58:01 with pseudo-sequence HLA-B58:01. The binding affinity (normalized) is 0.0847. (3) The peptide sequence is KAFSPEVI. The MHC is HLA-A11:01 with pseudo-sequence HLA-A11:01. The binding affinity (normalized) is 0. (4) The peptide sequence is ILMDTICGT. The MHC is HLA-A03:01 with pseudo-sequence HLA-A03:01. The binding affinity (normalized) is 0.0847.